Dataset: Full USPTO retrosynthesis dataset with 1.9M reactions from patents (1976-2016). Task: Predict the reactants needed to synthesize the given product. (1) Given the product [OH:34][C@@H:5]1[C@@H:4]([NH:11][CH2:10][CH2:9][C:45]2[CH:44]=[CH:6][CH:5]=[CH:4][CH:17]=2)[C:17]2[CH:16]=[C:15]3[C:10]([N:11]([CH3:27])[C:12](=[O:26])[CH2:13][O:14]3)=[CH:9][C:8]=2[O:7][C:6]1([CH3:32])[CH3:33], predict the reactants needed to synthesize it. The reactants are: C(=O)(O[C@H:4]1[C:17]2[CH:16]=[C:15]3[C:10]([N:11]([CH3:27])[C:12](=[O:26])[CH:13](CCC4C=CC=CC=4)[O:14]3)=[C:9](C(C)(C)C)[C:8]=2[O:7][C:6]([CH3:33])([CH3:32])[C@@H:5]1[OH:34])N.C(=O)([O-])O.[Na+].CCO[CH2:44][CH3:45]. (2) Given the product [NH2:8][CH2:9][C:10]([OH:12])=[O:11].[CH3:13][CH2:14][C:15]1[C:24]2[CH2:25][N:26]3[C:31](=[O:32])[C:30]4[CH2:33][O:34][C:35]([C@:37]([OH:40])([CH2:38][CH3:39])[C:29]=4[CH:28]=[C:27]3[C:23]=2[N:22]=[C:21]2[C:16]=1[CH:17]=[C:18]([OH:41])[CH:19]=[CH:20]2)=[O:36], predict the reactants needed to synthesize it. The reactants are: C(O)(C(F)(F)F)=O.[NH2:8][CH2:9][C:10]([OH:12])=[O:11].[CH3:13][CH2:14][C:15]1[C:24]2[CH2:25][N:26]3[C:31](=[O:32])[C:30]4[CH2:33][O:34][C:35]([C@:37]([OH:40])([CH2:38][CH3:39])[C:29]=4[CH:28]=[C:27]3[C:23]=2[N:22]=[C:21]2[C:16]=1[CH:17]=[C:18]([OH:41])[CH:19]=[CH:20]2)=[O:36].ON1C(=O)CCC1=O.C(N=C=NCCCN(C)C)C. (3) The reactants are: [N:1]1([C:7](=[O:29])[CH2:8][CH2:9][CH:10]=[CH:11][CH2:12][CH:13]=[CH:14][CH2:15][CH:16]=[CH:17][CH2:18][CH:19]=[CH:20][CH2:21][CH:22]=[CH:23][CH2:24][CH:25]=[CH:26][CH2:27][CH3:28])[CH2:6][CH2:5][NH:4][CH2:3][CH2:2]1.[C:30](O)(=[O:38])[C:31]1[C:32](=[CH:34][CH:35]=[CH:36][CH:37]=1)[OH:33].CCN(CC)CC.CN(C(ON1N=NC2C=CC=NC1=2)=[N+](C)C)C.F[P-](F)(F)(F)(F)F. Given the product [OH:33][C:32]1[CH:34]=[CH:35][CH:36]=[CH:37][C:31]=1[C:30]([N:4]1[CH2:5][CH2:6][N:1]([C:7](=[O:29])[CH2:8][CH2:9][CH:10]=[CH:11][CH2:12][CH:13]=[CH:14][CH2:15][CH:16]=[CH:17][CH2:18][CH:19]=[CH:20][CH2:21][CH:22]=[CH:23][CH2:24][CH:25]=[CH:26][CH2:27][CH3:28])[CH2:2][CH2:3]1)=[O:38], predict the reactants needed to synthesize it. (4) Given the product [N:24]1([CH:22]([NH:11][C:9](=[O:10])[CH2:8][CH2:7][C:1]2[CH:2]=[CH:3][CH:4]=[CH:5][CH:6]=2)[C:19]([CH3:18])([CH3:20])[CH3:21])[C:28]2[CH:29]=[CH:30][CH:31]=[CH:32][C:27]=2[N:26]=[N:25]1, predict the reactants needed to synthesize it. The reactants are: [C:1]1([CH2:7][CH2:8][C:9]([NH:11]C2C=CC=CC=2)=[O:10])[CH:6]=[CH:5][CH:4]=[CH:3][CH:2]=1.[CH3:18][C:19]([CH:22]=O)([CH3:21])[CH3:20].[NH:24]1[C:28]2[CH:29]=[CH:30][CH:31]=[CH:32][C:27]=2[N:26]=[N:25]1.C1(C)C=CC(S(O)(=O)=O)=CC=1. (5) Given the product [CH3:1][O:2][C:3]([C:5]1[S:14][C:8]2=[CH:9][N:10]=[CH:11][C:12]([NH:15][C:16]3[CH:17]=[CH:18][C:19]([C:22]4[CH:27]=[CH:26][CH:25]=[CH:24][CH:23]=4)=[CH:20][CH:21]=3)=[C:7]2[CH:6]=1)=[O:4], predict the reactants needed to synthesize it. The reactants are: [CH3:1][O:2][C:3]([C:5]1[S:14][C:8]2=[CH:9][N:10]=[CH:11][C:12](Br)=[C:7]2[CH:6]=1)=[O:4].[NH2:15][C:16]1[CH:21]=[CH:20][C:19]([C:22]2[CH:27]=[CH:26][CH:25]=[CH:24][CH:23]=2)=[CH:18][CH:17]=1.C(=O)([O-])[O-].[Cs+].[Cs+]. (6) Given the product [CH3:28][C:25]1[CH:26]=[CH:27][C:3]([N:57]2[CH:61]=[CH:60][CH:59]=[N:58]2)=[C:4]([CH:24]=1)[C:5]([NH:7][C@H:8]1[CH2:12][CH2:11][CH2:10][C@@H:9]1[NH:13][C:14]1[CH:19]=[N:18][C:17]([C:20]([F:23])([F:22])[F:21])=[CH:16][N:15]=1)=[O:6], predict the reactants needed to synthesize it. The reactants are: CO[C:3]1[CH:27]=[CH:26][C:25]([CH3:28])=[CH:24][C:4]=1[C:5]([NH:7][C@H:8]1[CH2:12][CH2:11][CH2:10][C@@H:9]1[NH:13][C:14]1[CH:19]=[N:18][C:17]([C:20]([F:23])([F:22])[F:21])=[CH:16][N:15]=1)=[O:6].Cl.FC(F)(F)C1N=CC(N[C@H]2CCC[C@@H]2N)=NC=1.CC1C=CC([N:57]2[CH:61]=[CH:60][CH:59]=[N:58]2)=C(C=1)C(O)=O. (7) Given the product [Br:1][C:2]1[CH:7]=[CH:6][C:5]2[NH:8][CH:10]=[N:9][C:4]=2[CH:3]=1, predict the reactants needed to synthesize it. The reactants are: [Br:1][C:2]1[CH:3]=[C:4]([NH2:9])[C:5]([NH2:8])=[CH:6][CH:7]=1.[CH3:10]OC(OC)OC. (8) The reactants are: [C:1]([N:8]1[CH:12]=[CH:11][CH:10]=[C:9]1B(O)O)([O:3][C:4]([CH3:7])([CH3:6])[CH3:5])=[O:2].Br[C:17]1[CH:18]=[C:19]([CH:21]=[CH:22][CH:23]=1)[NH2:20].[O-]P([O-])([O-])=O.[K+].[K+].[K+].C1(P(C2CCCCC2)C2CCCCC2)CCCCC1. Given the product [C:4]([O:3][C:1]([N:8]1[CH:12]=[CH:11][CH:10]=[C:9]1[C:17]1[CH:23]=[CH:22][CH:21]=[C:19]([NH2:20])[CH:18]=1)=[O:2])([CH3:7])([CH3:6])[CH3:5], predict the reactants needed to synthesize it. (9) Given the product [F:1][C:2]([F:37])([F:36])[C:3]1[CH:4]=[C:5]([CH:29]=[C:30]([C:32]([F:35])([F:34])[F:33])[CH:31]=1)[CH2:6][N:7]([CH2:8][C:9]1[CH:14]=[C:13]([C:15]([F:18])([F:17])[F:16])[CH:12]=[CH:11][C:10]=1[O:19][CH2:20][CH3:21])[C:22]1[N:27]=[CH:26][C:25]([N:65]2[CH2:70][CH2:69][CH:68]([C:71]([O:73][CH2:74][CH3:75])=[O:72])[CH2:67][CH2:66]2)=[CH:24][N:23]=1, predict the reactants needed to synthesize it. The reactants are: [F:1][C:2]([F:37])([F:36])[C:3]1[CH:4]=[C:5]([CH:29]=[C:30]([C:32]([F:35])([F:34])[F:33])[CH:31]=1)[CH2:6][N:7]([C:22]1[N:27]=[CH:26][C:25](Br)=[CH:24][N:23]=1)[CH2:8][C:9]1[CH:14]=[C:13]([C:15]([F:18])([F:17])[F:16])[CH:12]=[CH:11][C:10]=1[O:19][CH2:20][CH3:21].C(P(C(C)(C)C)C1C=CC=CC=1C1C=CC=CC=1)(C)(C)C.CC(C)([O-])C.[Na+].[NH:65]1[CH2:70][CH2:69][CH:68]([C:71]([O:73][CH2:74][CH3:75])=[O:72])[CH2:67][CH2:66]1.C(=O)(O)[O-].[Na+]. (10) Given the product [NH2:16][C:12]1[CH:13]=[CH:14][CH:15]=[C:6]([CH2:5][C:4]([O:3][CH2:1][CH3:2])=[O:19])[C:7]=1[C:8]([O:10][CH3:11])=[O:9], predict the reactants needed to synthesize it. The reactants are: [CH2:1]([O:3][C:4](=[O:19])[CH2:5][C:6]1[CH:15]=[CH:14][CH:13]=[C:12]([N+:16]([O-])=O)[C:7]=1[C:8]([O:10][CH3:11])=[O:9])[CH3:2].